This data is from Reaction yield outcomes from USPTO patents with 853,638 reactions. The task is: Predict the reaction yield, written as a fraction of the theoretical maximum amount of product (1.0 means a 100% yield; for example, 0.34 means a 34% yield). (1) The reactants are [CH3:1][C@@:2]12[C:10](=[O:11])[CH2:9][CH2:8][C@H:7]1[C@@H:6]1[C:12]([CH:14]=[C:15]3[CH2:20][C@@H:19](O)[CH2:18][CH2:17][C@:16]3([CH3:22])[C@H:5]1[CH2:4][CH2:3]2)=[O:13].[CH2:23]([O:25][C:26](Cl)=[O:27])[CH3:24]. The catalyst is N1C=CC=CC=1. The product is [C:26]([C@H:19]1[CH2:18][CH2:17][C@@:16]2([CH3:22])[C:15](=[CH:14][C:12](=[O:13])[C@@H:6]3[C@@H:5]2[CH2:4][CH2:3][C@@:2]2([CH3:1])[C@H:7]3[CH2:8][CH2:9][C:10]2=[O:11])[CH2:20]1)([O:25][CH2:23][CH3:24])=[O:27]. The yield is 0.900. (2) The reactants are [OH:1][CH:2]([C:6]1[CH:11]=[CH:10][C:9]([C:12]2[N:16]=[C:15]([C:17]3[CH:18]=[N:19][N:20]([C:26]4[CH:31]=[CH:30][CH:29]=[CH:28][CH:27]=4)[C:21]=3[C:22]([F:25])([F:24])[F:23])[O:14][N:13]=2)=[CH:8][CH:7]=1)[C:3]([OH:5])=O.Cl.CN.[CH3:35][N:36](C(ON1N=NC2C=CC=NC1=2)=[N+](C)C)C.F[P-](F)(F)(F)(F)F.CN1CCOCC1. The catalyst is CN(C=O)C. The product is [OH:1][CH:2]([C:6]1[CH:11]=[CH:10][C:9]([C:12]2[N:16]=[C:15]([C:17]3[CH:18]=[N:19][N:20]([C:26]4[CH:31]=[CH:30][CH:29]=[CH:28][CH:27]=4)[C:21]=3[C:22]([F:25])([F:24])[F:23])[O:14][N:13]=2)=[CH:8][CH:7]=1)[C:3]([NH:36][CH3:35])=[O:5]. The yield is 0.820. (3) The reactants are [CH3:1][C:2]1[CH:7]=[C:6]([N:8]2[CH:12]=[C:11]([C:13]([F:16])([F:15])[F:14])[CH:10]=[N:9]2)[CH:5]=[CH:4][C:3]=1[OH:17].O[CH:19]([C:23]1[CH:33]=[CH:32][C:26]([C:27]([O:29][CH2:30][CH3:31])=[O:28])=[CH:25][CH:24]=1)[CH2:20][CH2:21][CH3:22].C1(P(C2C=CC=CC=2)C2C=CC=CC=2)C=CC=CC=1.N(C(OCC=[N+]=[N-])=O)=NC([O-])=O. The catalyst is O1CCCC1. The product is [CH3:1][C:2]1[CH:7]=[C:6]([N:8]2[CH:12]=[C:11]([C:13]([F:16])([F:15])[F:14])[CH:10]=[N:9]2)[CH:5]=[CH:4][C:3]=1[O:17][CH:19]([C:23]1[CH:33]=[CH:32][C:26]([C:27]([O:29][CH2:30][CH3:31])=[O:28])=[CH:25][CH:24]=1)[CH2:20][CH2:21][CH3:22]. The yield is 0.240. (4) The reactants are [Cl:1][C:2]1[CH:11]=[CH:10][C:9](I)=[CH:8][C:3]=1[C:4]([O:6][CH3:7])=[O:5].[C:13]([Si:15]([CH3:18])([CH3:17])[CH3:16])#[CH:14]. The catalyst is C(N(CC)CC)C.CCOC(C)=O.[Cu]I.Cl[Pd](Cl)([P](C1C=CC=CC=1)(C1C=CC=CC=1)C1C=CC=CC=1)[P](C1C=CC=CC=1)(C1C=CC=CC=1)C1C=CC=CC=1. The product is [Cl:1][C:2]1[CH:11]=[CH:10][C:9]([C:14]#[C:13][Si:15]([CH3:18])([CH3:17])[CH3:16])=[CH:8][C:3]=1[C:4]([O:6][CH3:7])=[O:5]. The yield is 0.900. (5) The reactants are CS(O[CH2:6][C@H:7]1[CH2:12][CH2:11][C@H:10]([NH:13][C:14]2[C:23]3[C:18](=[CH:19][CH:20]=[C:21]([Br:24])[CH:22]=3)[N:17]=[CH:16][C:15]=2[C:25]([CH:27]2[CH2:29][CH2:28]2)=[O:26])[CH2:9][CH2:8]1)(=O)=O.Cl.[CH3:31][O:32][CH:33]1[CH2:37][CH2:36][NH:35][CH2:34]1.C([O-])([O-])=O.[K+].[K+].C(N(CC)C(C)C)(C)C. The catalyst is C(#N)C. The product is [Br:24][C:21]1[CH:22]=[C:23]2[C:18](=[CH:19][CH:20]=1)[N:17]=[CH:16][C:15]([C:25]([CH:27]1[CH2:28][CH2:29]1)=[O:26])=[C:14]2[NH:13][C@H:10]1[CH2:9][CH2:8][C@H:7]([CH2:6][N:35]2[CH2:36][CH2:37][CH:33]([O:32][CH3:31])[CH2:34]2)[CH2:12][CH2:11]1. The yield is 0.420.